This data is from Forward reaction prediction with 1.9M reactions from USPTO patents (1976-2016). The task is: Predict the product of the given reaction. (1) Given the reactants C(Cl)(Cl)Cl.[NH2:5][CH:6]1[CH2:11][CH2:10][N:9]([C:12]([O:14][C:15]([CH3:18])([CH3:17])[CH3:16])=[O:13])[CH2:8][CH2:7]1.[Cl:19][C:20]1[CH:21]=[C:22]([CH:26]=[CH:27][C:28]=1[F:29])[C:23](Cl)=[O:24].C([O-])(O)=O.[Na+], predict the reaction product. The product is: [Cl:19][C:20]1[CH:21]=[C:22]([CH:26]=[CH:27][C:28]=1[F:29])[C:23]([NH:5][CH:6]1[CH2:7][CH2:8][N:9]([C:12]([O:14][C:15]([CH3:18])([CH3:17])[CH3:16])=[O:13])[CH2:10][CH2:11]1)=[O:24]. (2) Given the reactants [C:1]1([C:10]2[C:5](=[CH:6][CH:7]=[CH:8][CH:9]=2)[CH2:4][O:3]1)=O.[C:11]1([CH2:17][CH2:18][CH2:19][CH2:20][NH2:21])[CH:16]=[CH:15][CH:14]=[CH:13][CH:12]=1, predict the reaction product. The product is: [C:11]1([CH2:17][CH2:18][CH2:19][CH2:20][N:21]2[CH2:1][C:10]3[C:5](=[CH:6][CH:7]=[CH:8][CH:9]=3)[C:4]2=[O:3])[CH:16]=[CH:15][CH:14]=[CH:13][CH:12]=1.